Dataset: Reaction yield outcomes from USPTO patents with 853,638 reactions. Task: Predict the reaction yield, written as a fraction of the theoretical maximum amount of product (1.0 means a 100% yield; for example, 0.34 means a 34% yield). (1) The reactants are [CH2:1]([O:3][C:4](=[O:22])[CH2:5][NH:6][CH2:7][CH2:8][NH:9][S:10]([C:13]1[S:14][C:15]2[CH:21]=[CH:20][CH:19]=[CH:18][C:16]=2[N:17]=1)(=[O:12])=[O:11])[CH3:2].[CH:23]([O:36][C:37]([NH:39][C:40]1[N:48]=[CH:47][N:46]=[C:45]2[C:41]=1[N:42]=[CH:43][N:44]2[CH2:49][C:50](O)=[O:51])=[O:38])([C:30]1[CH:35]=[CH:34][CH:33]=[CH:32][CH:31]=1)[C:24]1[CH:29]=[CH:28][CH:27]=[CH:26][CH:25]=1. No catalyst specified. The product is [CH2:1]([O:3][C:4](=[O:22])[CH2:5][N:6]([CH2:7][CH2:8][NH:9][S:10]([C:13]1[S:14][C:15]2[CH:21]=[CH:20][CH:19]=[CH:18][C:16]=2[N:17]=1)(=[O:12])=[O:11])[C:50](=[O:51])[CH2:49][N:44]1[CH:43]=[N:42][C:41]2[C:45]1=[N:46][CH:47]=[N:48][C:40]=2[NH:39][C:37]([O:36][CH:23]([C:30]1[CH:35]=[CH:34][CH:33]=[CH:32][CH:31]=1)[C:24]1[CH:29]=[CH:28][CH:27]=[CH:26][CH:25]=1)=[O:38])[CH3:2]. The yield is 0.800. (2) The reactants are [NH2:1][C@H:2]([C:6]([OH:8])=[O:7])[CH:3]([CH3:5])[CH3:4].[OH-].[Na+].[C:11]1([CH2:17][C:18](Cl)=[O:19])[CH:16]=[CH:15][CH:14]=[CH:13][CH:12]=1. No catalyst specified. The product is [CH3:4][CH:3]([CH2:2][CH3:6])[CH2:5][O:7][C:6](=[O:8])[C@H:2]([CH:3]([CH3:5])[CH3:4])[NH:1][C:18](=[O:19])[CH2:17][C:11]1[CH:16]=[CH:15][CH:14]=[CH:13][CH:12]=1. The yield is 0.690. (3) The reactants are [CH3:1][C:2]1([OH:12])[CH:9]2[CH2:10][CH:5]3[CH2:6][CH:7]([CH2:11][CH:3]1[CH2:4]3)[CH2:8]2.C(N(CC)CC)C.[F:20][C:21]([F:28])([F:27])[C:22](=[CH2:26])[C:23](Cl)=[O:24]. The product is [F:20][C:21]([F:28])([F:27])[C:22](=[CH2:26])[C:23]([O:12][C:2]1([CH3:1])[CH:3]2[CH2:11][CH:7]3[CH2:6][CH:5]([CH2:10][CH:9]1[CH2:8]3)[CH2:4]2)=[O:24]. The catalyst is O1CCCC1. The yield is 0.703. (4) The reactants are [CH2:1]([O:8][C:9]1[CH:14]=[CH:13][C:12]([C:15]2[N:20]=[C:19](N[C@H](C(O)=O)CC3C=CC=CC=3)[N:18]=[CH:17][CH:16]=2)=[CH:11][CH:10]=1)[C:2]1[CH:7]=[CH:6][CH:5]=[CH:4][CH:3]=1.[Si:33]([O:40][NH2:41])([C:36]([CH3:39])([CH3:38])[CH3:37])([CH3:35])[CH3:34].O.ON1[C:48]2[CH:49]=[CH:50][CH:51]=[CH:52][C:47]=2N=N1.Cl.C(N=C=NC[CH2:60][CH2:61][N:62](C)C)C.CN([CH:68]=[O:69])C. No catalyst specified. The product is [CH2:1]([O:8][C:9]1[CH:10]=[CH:11][C:12]([C:15]2[N:20]=[CH:19][N:18]=[C:17]([N:41]([O:40][Si:33]([C:36]([CH3:39])([CH3:38])[CH3:37])([CH3:35])[CH3:34])[C:68](=[O:69])[C@H:61]([CH2:60][C:47]3[CH:52]=[CH:51][CH:50]=[CH:49][CH:48]=3)[NH2:62])[CH:16]=2)=[CH:13][CH:14]=1)[C:2]1[CH:3]=[CH:4][CH:5]=[CH:6][CH:7]=1. The yield is 0.980. (5) The reactants are Cl[C:2]1[CH:3]=[CH:4][C:5]([N+:10]([O-:12])=[O:11])=[C:6]([O:8][CH3:9])[CH:7]=1.[P:13]([O-:20])([O:17][CH2:18][CH3:19])[O:14][CH2:15][CH3:16].CC1(C)C2C(=C(P(C3C=CC=CC=3)C3C=CC=CC=3)C=CC=2)OC2C(P(C3C=CC=CC=3)C3C=CC=CC=3)=CC=CC1=2.P([O-])([O-])([O-])=O.[K+].[K+].[K+]. The catalyst is CN(C=O)C.C([O-])(=O)C.[Pd+2].C([O-])(=O)C. The product is [CH3:9][O:8][C:6]1[CH:7]=[C:2]([P:13](=[O:20])([O:17][CH2:18][CH3:19])[O:14][CH2:15][CH3:16])[CH:3]=[CH:4][C:5]=1[N+:10]([O-:12])=[O:11]. The yield is 0.330. (6) The reactants are C([O:4][C@@H:5]1[C@@H:10]([O:11]C(=O)C)[C@H:9]([O:15]C(=O)C)[C@@H:8]([CH2:19][O:20]C(=O)C)[O:7][C@@H:6]1Br)(=O)C.O[Li].O.[CH3:28][N:29]1[C@@H:45]2[CH2:46][C:34]3=[CH:35][CH:36]=[C:37]([OH:48])[C:38]4[O:39][C@H:40]5[C@@H:41]([OH:47])[CH2:42][CH2:43][C@@H:44]2[C@:32]5([C:33]=43)[CH2:31][CH2:30]1.C(O)(=O)C. The catalyst is CO.O.C(Cl)(Cl)Cl. The product is [C@@H:6]1([O:48][C:37]2[CH2:36][CH2:35][C:34]3[CH2:46][C@H:45]4[N:29]([CH3:28])[CH2:30][CH2:31][C@:32]56[C:33]=3[C:38]=2[O:39][C@H:40]5[C@@H:41]([OH:47])[CH:42]=[CH:43][C@@H:44]46)[O:7][C@H:8]([CH2:19][OH:20])[C@@H:9]([OH:15])[C@H:10]([OH:11])[C@H:5]1[OH:4]. The yield is 0.300.